This data is from Experimentally validated miRNA-target interactions with 360,000+ pairs, plus equal number of negative samples. The task is: Binary Classification. Given a miRNA mature sequence and a target amino acid sequence, predict their likelihood of interaction. The miRNA is rno-miR-221-3p with sequence AGCUACAUUGUCUGCUGGGUUUC. The protein sequence of the target gene is MAPGCKTELRSVTNGQSNQPSNEGDAIKVFVRIRPPAERSGSADGEQNLCLSVLSSTSLRLHSNPEPKTFTFDHVADVDTTQESVFATVAKSIVESCMSGYNGTIFAYGQTGSGKTFTMMGPSESDNFSHNLRGVIPRSFEYLFSLIDREKEKAGAGKSFLCKCSFIEIYNEQIYDLLDSASAGLYLREHIKKGVFVVGAVEQVVTSAAEAYQVLSGGWRNRRVASTSMNRESSRSHAVFTITIESMEKSNEIVNIRTSLLNLVDLAGSERQKDTHAEGMRLKEAGNINRSLSCLGQVIT.... Result: 0 (no interaction).